From a dataset of Catalyst prediction with 721,799 reactions and 888 catalyst types from USPTO. Predict which catalyst facilitates the given reaction. (1) Reactant: [C:1]([O:5][C:6]([NH:8][C@H:9]1[CH2:15][CH2:14][S:13][C@H:12]2[CH2:16][CH2:17][CH2:18][C@@H:19]([C:20](O)=[O:21])[N:11]2[C:10]1=[O:23])=[O:7])([CH3:4])([CH3:3])[CH3:2].CN1CCOCC1.C(Cl)(=O)OCC(C)C.[NH2:39][NH2:40]. Product: [NH:39]([C:20]([C@H:19]1[N:11]2[C@@H:12]([S:13][CH2:14][CH2:15][C@H:9]([NH:8][C:6](=[O:7])[O:5][C:1]([CH3:2])([CH3:3])[CH3:4])[C:10]2=[O:23])[CH2:16][CH2:17][CH2:18]1)=[O:21])[NH2:40]. The catalyst class is: 91. (2) Reactant: [CH3:1][O:2][CH2:3][C:4](Cl)=[O:5].[CH3:7][O:8][C:9]([C:11]1[CH:12]=[C:13]([CH3:37])[C:14]2[O:20][C:19]3[C:21]([Cl:33])=[CH:22][C:23]([NH:25][CH2:26][CH2:27][N:28]4[CH2:32][CH2:31][CH2:30][CH2:29]4)=[CH:24][C:18]=3[CH2:17][S:16](=[O:35])(=[O:34])[C:15]=2[CH:36]=1)=[O:10].CO. Product: [CH3:7][O:8][C:9]([C:11]1[CH:12]=[C:13]([CH3:37])[C:14]2[O:20][C:19]3[C:21]([Cl:33])=[CH:22][C:23]([N:25]([C:4](=[O:5])[CH2:3][O:2][CH3:1])[CH2:26][CH2:27][N:28]4[CH2:29][CH2:30][CH2:31][CH2:32]4)=[CH:24][C:18]=3[CH2:17][S:16](=[O:34])(=[O:35])[C:15]=2[CH:36]=1)=[O:10]. The catalyst class is: 6. (3) Reactant: [C:1]([O:5][C:6]([N:8]1[CH2:18][CH:17]2[CH2:19][CH:10]([C:11]3[CH:12]=[C:13]([N+:23]([O-:25])=[O:24])[C:14]([N+:20]([O-])=O)=[CH:15][C:16]=32)[CH2:9]1)=[O:7])([CH3:4])([CH3:3])[CH3:2].[CH2:26](N)[CH2:27][CH2:28][CH3:29]. Product: [C:1]([O:5][C:6]([N:8]1[CH2:18][CH:17]2[CH2:19][CH:10]([C:11]3[CH:12]=[C:13]([N+:23]([O-:25])=[O:24])[C:14]([NH:20][CH2:26][CH2:27][CH2:28][CH3:29])=[CH:15][C:16]=32)[CH2:9]1)=[O:7])([CH3:2])([CH3:4])[CH3:3]. The catalyst class is: 49. (4) Reactant: [CH3:1][C:2]1[CH:22]=[CH:21][C:5]([C:6]([NH:8][C:9]2[S:10][C:11]3[CH:17]=[C:16]([C:18]([OH:20])=O)[CH:15]=[CH:14][C:12]=3[N:13]=2)=[O:7])=[CH:4][CH:3]=1.[NH2:23][C:24]1[CH:29]=[CH:28][CH:27]=[CH:26][CH:25]=1.F[P-](F)(F)(F)(F)F.N1(O[P+](N(C)C)(N(C)C)N(C)C)C2C=CC=CC=2N=N1.C(N(C(C)C)CC)(C)C. Product: [CH3:1][C:2]1[CH:3]=[CH:4][C:5]([C:6]([NH:8][C:9]2[S:10][C:11]3[CH:17]=[C:16]([C:18]([NH:23][C:24]4[CH:29]=[CH:28][CH:27]=[CH:26][CH:25]=4)=[O:20])[CH:15]=[CH:14][C:12]=3[N:13]=2)=[O:7])=[CH:21][CH:22]=1. The catalyst class is: 9.